Dataset: Reaction yield outcomes from USPTO patents with 853,638 reactions. Task: Predict the reaction yield, written as a fraction of the theoretical maximum amount of product (1.0 means a 100% yield; for example, 0.34 means a 34% yield). (1) The reactants are [NH:1]([CH2:6][C:7]([OH:9])=[O:8])[CH2:2][C:3]([OH:5])=[O:4].[CH2:10](O)[CH:11]=[CH2:12].[C:14]1(C)[CH:19]=CC(S(O)(=O)=O)=C[CH:15]=1. The catalyst is C1C=CC=CC=1. The product is [C:3]([O:5][CH2:19][CH:14]=[CH2:15])(=[O:4])[CH2:2][NH:1][CH2:6][C:7]([O:9][CH2:10][CH:11]=[CH2:12])=[O:8]. The yield is 0.946. (2) The reactants are [C:1]1(=N)[C:13]2[C:5]([C:6]3[C:11]([CH:12]=2)=[CH:10][CH:9]=[CH:8][CH:7]=3)=[CH:4][CH:3]=[CH:2]1.Cl.[C:16]([O:20][C:21](=[O:24])[CH2:22][NH2:23])([CH3:19])([CH3:18])[CH3:17].C(Cl)Cl. The catalyst is C(OCC)C.CCCCCC. The product is [C:16]([O:20][C:21](=[O:24])[CH2:22][N:23]=[C:12]1[C:11]2[CH:10]=[CH:9][CH:8]=[CH:7][C:6]=2[C:5]2[C:13]1=[CH:1][CH:2]=[CH:3][CH:4]=2)([CH3:19])([CH3:18])[CH3:17]. The yield is 0.660. (3) The reactants are [NH2:1][C:2]1[C:11]2[C:6](=[C:7](Br)[CH:8]=[CH:9][CH:10]=2)[N:5]=[N:4][C:3]=1[C:13]([NH:15][CH2:16][CH2:17][CH3:18])=[O:14].[CH3:19][O:20][C:21]1[CH:26]=[CH:25][C:24](B(O)O)=[CH:23][C:22]=1[CH3:30]. No catalyst specified. The product is [NH2:1][C:2]1[C:11]2[C:6](=[C:7]([C:24]3[CH:25]=[CH:26][C:21]([O:20][CH3:19])=[C:22]([CH3:30])[CH:23]=3)[CH:8]=[CH:9][CH:10]=2)[N:5]=[N:4][C:3]=1[C:13]([NH:15][CH2:16][CH2:17][CH3:18])=[O:14]. The yield is 0.750. (4) No catalyst specified. The yield is 0.410. The reactants are [CH2:1]([N:5]1[N:9]=[C:8]([C:10]2[CH:15]=[CH:14][C:13]([F:16])=[CH:12][CH:11]=2)[CH:7]=[N:6]1)[CH2:2][C:3]#[CH:4].Br[C:18]1[CH:23]=[CH:22][CH:21]=[CH:20][N:19]=1. The product is [F:16][C:13]1[CH:12]=[CH:11][C:10]([C:8]2[CH:7]=[N:6][N:5]([CH2:1][CH2:2][C:3]#[C:4][C:18]3[CH:23]=[CH:22][CH:21]=[CH:20][N:19]=3)[N:9]=2)=[CH:15][CH:14]=1. (5) The reactants are [NH2:1][C:2]1[CH:7]=[CH:6][C:5]([OH:8])=[CH:4][CH:3]=1.CC(C)([O-])C.[K+].Cl[C:16]1[CH:21]=[CH:20][N:19]=[C:18]([C:22](=[O:32])[NH:23][CH2:24][CH2:25][N:26]2[CH2:31][CH2:30][O:29][CH2:28][CH2:27]2)[CH:17]=1.C([O-])([O-])=O.[K+].[K+]. The catalyst is CN(C=O)C. The product is [N:26]1([CH2:25][CH2:24][NH:23][C:22]([C:18]2([O:8][C:5]3[CH:6]=[CH:7][C:2]([NH2:1])=[CH:3][CH:4]=3)[CH:17]=[CH:16][CH:21]=[CH:20][NH:19]2)=[O:32])[CH2:31][CH2:30][O:29][CH2:28][CH2:27]1. The yield is 0.650. (6) The reactants are [S:1]1[C:5]2[CH:6]=[CH:7][CH:8]=[CH:9][C:4]=2[N:3]=[C:2]1[C:10]1[CH:34]=[CH:33][C:13]2[C:14]3[CH:20]=[CH:19][C:18]([S:21]([NH:24][C@@H:25]([CH:30]([CH3:32])[CH3:31])[C:26]([O:28]C)=[O:27])(=[O:23])=[O:22])=[CH:17][C:15]=3[O:16][C:12]=2[CH:11]=1.[Li+].[OH-]. The catalyst is C1COCC1. The product is [S:1]1[C:5]2[CH:6]=[CH:7][CH:8]=[CH:9][C:4]=2[N:3]=[C:2]1[C:10]1[CH:34]=[CH:33][C:13]2[C:14]3[CH:20]=[CH:19][C:18]([S:21]([NH:24][C@@H:25]([CH:30]([CH3:31])[CH3:32])[C:26]([OH:28])=[O:27])(=[O:22])=[O:23])=[CH:17][C:15]=3[O:16][C:12]=2[CH:11]=1. The yield is 0.920.